Dataset: Full USPTO retrosynthesis dataset with 1.9M reactions from patents (1976-2016). Task: Predict the reactants needed to synthesize the given product. (1) Given the product [C:1]([O:5][C:6](=[O:26])[NH:7][C@@H:8]1[CH2:13][CH2:12][CH2:11][C@@H:10]([S:14][CH2:15][C:16]2[C:17]([CH3:24])=[CH:18][C:19]([CH3:23])=[CH:20][C:21]=2[CH3:22])[C@@H:9]1[O:25][Si:27]([C:30]([CH3:33])([CH3:32])[CH3:31])([CH3:29])[CH3:28])([CH3:4])([CH3:2])[CH3:3], predict the reactants needed to synthesize it. The reactants are: [C:1]([O:5][C:6](=[O:26])[NH:7][C@@H:8]1[CH2:13][CH2:12][CH2:11][C@@H:10]([S:14][CH2:15][C:16]2[C:21]([CH3:22])=[CH:20][C:19]([CH3:23])=[CH:18][C:17]=2[CH3:24])[C@@H:9]1[OH:25])([CH3:4])([CH3:3])[CH3:2].[Si:27](Cl)([C:30]([CH3:33])([CH3:32])[CH3:31])([CH3:29])[CH3:28].N1C=CN=C1. (2) Given the product [CH3:8][C:2]([N:9]1[CH:13]=[C:12]([N+:14]([O-:16])=[O:15])[CH:11]=[N:10]1)([CH3:1])[CH2:3][OH:4], predict the reactants needed to synthesize it. The reactants are: [CH3:1][C:2]([N:9]1[CH:13]=[C:12]([N+:14]([O-:16])=[O:15])[CH:11]=[N:10]1)([CH3:8])[C:3](OCC)=[O:4].[H-].C([Al+]C(C)C)(C)C.C(C(C(C([O-])=O)O)O)([O-])=O.[Na+].[K+]. (3) Given the product [OH:17][NH:16][C:14](=[O:15])[CH2:13][CH2:12][NH:49][C:41]([NH:59][CH2:60][CH:61]([OH:62])[C:63]1[CH:68]=[CH:67][CH:66]=[CH:65][CH:64]=1)=[O:45], predict the reactants needed to synthesize it. The reactants are: CN(C)C1C=CC(CNC(=O)NC[CH2:12][CH2:13][C:14]([NH:16][OH:17])=[O:15])=CC=1.C1(C)C=CC(S(O)(=O)=O)=CC=1.C(O[C:41](=[O:45])CCN)C1C=CC=CC=1.Cl.Cl.C[N:49](C)C1C=CC(CN)=CC=1.[NH2:59][CH2:60][CH:61]([C:63]1[CH:68]=[CH:67][CH:66]=[CH:65][CH:64]=1)[OH:62]. (4) The reactants are: [Cl:1][C:2]1[CH:30]=[CH:29][C:5]2[N:6]([CH2:20][C:21]3[CH:26]=[CH:25][C:24]([O:27][CH3:28])=[CH:23][CH:22]=3)[C:7](=[O:19])[CH2:8][N:9]=[C:10]([C:11]3[CH:16]=[CH:15][C:14]([O:17][CH3:18])=[CH:13][CH:12]=3)[C:4]=2[CH:3]=1.CC(C)([O-])C.[K+].[Cl:37][C:38]1[CH:45]=[CH:44][CH:43]=[CH:42][C:39]=1[CH2:40]Br. Given the product [Cl:1][C:2]1[CH:30]=[CH:29][C:5]2[N:6]([CH2:20][C:21]3[CH:26]=[CH:25][C:24]([O:27][CH3:28])=[CH:23][CH:22]=3)[C:7](=[O:19])[CH:8]([CH2:40][C:39]3[CH:42]=[CH:43][CH:44]=[CH:45][C:38]=3[Cl:37])[N:9]=[C:10]([C:11]3[CH:16]=[CH:15][C:14]([O:17][CH3:18])=[CH:13][CH:12]=3)[C:4]=2[CH:3]=1, predict the reactants needed to synthesize it. (5) The reactants are: [NH:1]([C:3]([C:5]1[CH:10]=[CH:9][N:8]2[C:11]([C:14]3[CH:15]=[C:16]([NH:20][C:21]([NH:23][CH2:24][C:25]([F:28])([F:27])[F:26])=[O:22])[CH:17]=[CH:18][CH:19]=3)=[CH:12][N:13]=[C:7]2[CH:6]=1)=O)[NH2:2].[CH3:29][N:30]=[C:31]=[S:32]. Given the product [CH3:29][N:30]1[C:31](=[S:32])[NH:2][N:1]=[C:3]1[C:5]1[CH:10]=[CH:9][N:8]2[C:11]([C:14]3[CH:15]=[C:16]([NH:20][C:21]([NH:23][CH2:24][C:25]([F:28])([F:27])[F:26])=[O:22])[CH:17]=[CH:18][CH:19]=3)=[CH:12][N:13]=[C:7]2[CH:6]=1, predict the reactants needed to synthesize it. (6) Given the product [F:1][C:2]1[CH:3]=[C:4]([CH2:8][CH:9]([C:24]2[CH:25]=[CH:26][C:27]([S:30]([CH3:33])(=[O:32])=[O:31])=[CH:28][CH:29]=2)[C:10]([NH:12][C:13]2[CH:18]=[N:17][C:16]([CH2:19][OH:20])=[CH:15][N:14]=2)=[O:11])[CH:5]=[CH:6][CH:7]=1, predict the reactants needed to synthesize it. The reactants are: [F:1][C:2]1[CH:3]=[C:4]([CH2:8][CH:9]([C:24]2[CH:29]=[CH:28][C:27]([S:30]([CH3:33])(=[O:32])=[O:31])=[CH:26][CH:25]=2)[C:10]([NH:12][C:13]2[N:14]=[CH:15][C:16]([CH2:19][O:20]C(=O)C)=[N:17][CH:18]=2)=[O:11])[CH:5]=[CH:6][CH:7]=1.C([O-])([O-])=O.[K+].[K+].O.Cl. (7) The reactants are: [Cl:1][C:2]1[CH:3]=[C:4]([CH:9]=[CH:10][CH:11]=1)[C:5]([O:7][OH:8])=[O:6]. Given the product [OH:7][OH:8].[Cl:1][C:2]1[CH:3]=[C:4]([CH:9]=[CH:10][CH:11]=1)[C:5]([O:7][OH:8])=[O:6], predict the reactants needed to synthesize it. (8) Given the product [C:1]([O:4][C@H:5]1[C@@H:20]([O:21][C:22](=[O:24])[CH3:23])[C@H:19]([O:25][C:26](=[O:28])[CH3:27])[C@@H:18]([CH2:29][O:30][C:31](=[O:33])[CH3:32])[O:17][C@@H:6]1[O:7][C:8]1[CH:13]=[CH:12][C:11]([N:42]2[C:43]3[C:39](=[CH:38][C:37]([N+:34]([O-:36])=[O:35])=[CH:45][CH:44]=3)[CH:40]=[CH:41]2)=[CH:10][C:9]=1[O:15][CH3:16])(=[O:3])[CH3:2], predict the reactants needed to synthesize it. The reactants are: [C:1]([O:4][C@H:5]1[C@@H:20]([O:21][C:22](=[O:24])[CH3:23])[C@H:19]([O:25][C:26](=[O:28])[CH3:27])[C@@H:18]([CH2:29][O:30][C:31](=[O:33])[CH3:32])[O:17][C@@H:6]1[O:7][C:8]1[CH:13]=[CH:12][C:11](I)=[CH:10][C:9]=1[O:15][CH3:16])(=[O:3])[CH3:2].[N+:34]([C:37]1[CH:38]=[C:39]2[C:43](=[CH:44][CH:45]=1)[NH:42][CH:41]=[CH:40]2)([O-:36])=[O:35]. (9) Given the product [CH3:1][N:2]1[C:6]([C:7]2[CH:14]=[CH:13][C:10](/[CH:11]=[CH:23]/[CH:24]=[O:25])=[CH:9][CH:8]=2)=[CH:5][CH:4]=[N:3]1, predict the reactants needed to synthesize it. The reactants are: [CH3:1][N:2]1[C:6]([C:7]2[CH:14]=[CH:13][C:10]([CH:11]=O)=[CH:9][CH:8]=2)=[CH:5][CH:4]=[N:3]1.N1(C2C=C[C:23]([CH:24]=[O:25])=CC=2)C=CC=N1.